Predict the reaction yield, written as a fraction of the theoretical maximum amount of product (1.0 means a 100% yield; for example, 0.34 means a 34% yield). From a dataset of Reaction yield outcomes from USPTO patents with 853,638 reactions. The reactants are Cl[C:2]1[C:11]2=[N:12][O:13][CH:14]=[C:10]2[C:9]2[CH:8]=[C:7]([Cl:15])[CH:6]=[CH:5][C:4]=2[N:3]=1.[CH3:16][N:17]1[CH2:22][CH2:21][NH:20][CH2:19][CH2:18]1.C([O-])(O)=O.[Na+]. The catalyst is C1COCC1. The product is [Cl:15][C:7]1[CH:6]=[CH:5][C:4]2[N:3]=[C:2]([N:20]3[CH2:21][CH2:22][N:17]([CH3:16])[CH2:18][CH2:19]3)[C:11]3=[N:12][O:13][CH:14]=[C:10]3[C:9]=2[CH:8]=1. The yield is 0.590.